This data is from Reaction yield outcomes from USPTO patents with 853,638 reactions. The task is: Predict the reaction yield, written as a fraction of the theoretical maximum amount of product (1.0 means a 100% yield; for example, 0.34 means a 34% yield). (1) The reactants are [I:1][C:2]1[CH:10]=[C:6](C(O)=O)[C:5]([NH2:11])=[CH:4][CH:3]=1.[CH:12]([O-])([O-])OC.[CH3:17][OH:18].[NH3:19]. The product is [I:1][C:2]1[CH:10]=[C:6]2[C:5](=[CH:4][CH:3]=1)[N:11]=[CH:12][NH:19][C:17]2=[O:18]. No catalyst specified. The yield is 0.940. (2) The reactants are [NH2:1][C@H:2]([CH2:6][OH:7])[C:3]([OH:5])=[O:4].S(Cl)([Cl:10])=O.[CH3:12]O. No catalyst specified. The product is [ClH:10].[NH2:1][C@H:2]([CH2:6][OH:7])[C:3]([O:5][CH3:12])=[O:4]. The yield is 1.00. (3) The reactants are [N:1]([CH2:4][CH2:5][NH:6]C(=O)CCCCCCCCCCCCC)=[N+:2]=[N-:3].[CH3:22][N:23]([CH3:38])[C:24]1[CH:33]=[CH:32][CH:31]=[C:30]2[C:25]=1[CH:26]=[CH:27][CH:28]=[C:29]2[S:34](Cl)(=[O:36])=[O:35].N(CCN)=[N+]=[N-].C(N(CC)CC)C. The catalyst is ClCCl. The product is [N:1]([CH2:4][CH2:5][NH:6][S:34]([C:29]1[C:30]2[C:25](=[C:24]([N:23]([CH3:38])[CH3:22])[CH:33]=[CH:32][CH:31]=2)[CH:26]=[CH:27][CH:28]=1)(=[O:36])=[O:35])=[N+:2]=[N-:3]. The yield is 0.860. (4) The reactants are [CH2:1]([N:8]1[C:12](=[O:13])[CH2:11][CH2:10][C@@H:9]1[C:14]([OH:16])=O)[C:2]1[CH:7]=[CH:6][CH:5]=[CH:4][CH:3]=1.ON1C2C=CC=CC=2N=N1.[NH2:27][CH:28]([CH2:34][C:35]1[CH:40]=[CH:39][CH:38]=[CH:37][CH:36]=1)[CH:29]([OH:33])[C:30]([NH2:32])=[O:31].Cl.CN(C)CCCN=C=NCC.CCN(C(C)C)C(C)C. The catalyst is C1COCC1.CN(C=O)C. The product is [NH2:32][C:30](=[O:31])[CH:29]([OH:33])[CH:28]([NH:27][C:14]([C@H:9]1[CH2:10][CH2:11][C:12](=[O:13])[N:8]1[CH2:1][C:2]1[CH:3]=[CH:4][CH:5]=[CH:6][CH:7]=1)=[O:16])[CH2:34][C:35]1[CH:36]=[CH:37][CH:38]=[CH:39][CH:40]=1. The yield is 0.920. (5) The reactants are [F:1][C:2]1[CH:26]=[CH:25][CH:24]=[C:23]([F:27])[C:3]=1[CH2:4][C@H:5]1[CH2:10][C@H:9]([C:11](=[O:18])[CH2:12][C:13](OCC)=[O:14])[CH2:8][CH2:7][N:6]1[C:19]([O:21][CH3:22])=[O:20].[OH-].[Na+].[NH2:30]O.Cl. The catalyst is CO. The product is [F:1][C:2]1[CH:26]=[CH:25][CH:24]=[C:23]([F:27])[C:3]=1[CH2:4][C@H:5]1[CH2:10][C@H:9]([C:11]2[O:18][NH:30][C:13](=[O:14])[CH:12]=2)[CH2:8][CH2:7][N:6]1[C:19]([O:21][CH3:22])=[O:20]. The yield is 0.900. (6) The product is [CH3:2][O:3][CH:4]1[CH2:7][N:6]([C@H:28]2[CH2:27][CH2:26][C@H:25]([C@H:23]([C:22]3[S:21][CH:20]=[C:19]([C:32]([O:34][CH3:35])=[O:33])[C:18]=3[CH3:17])[CH3:24])[CH2:30][CH2:29]2)[CH2:5]1. The reactants are Cl.[CH3:2][O:3][CH:4]1[CH2:7][NH:6][CH2:5]1.C(N(CC)C(C)C)(C)C.[CH3:17][C:18]1[C:19]([C:32]([O:34][CH3:35])=[O:33])=[CH:20][S:21][C:22]=1[C@@H:23]([CH:25]1[CH2:30][CH2:29][C:28](=O)[CH2:27][CH2:26]1)[CH3:24].[Li+].[BH4-].Cl. The yield is 0.570. The catalyst is CO.C1COCC1.CC(OC)(C)C. (7) The reactants are [OH-].[K+].[I:3][C:4]1[CH:5]=[C:6]([CH:9]=[O:10])[NH:7][CH:8]=1.Br[CH2:12][CH2:13][OH:14].C(O)(=O)C. The catalyst is O1CCOCC1. The product is [OH:14][CH2:13][CH2:12][N:7]1[CH:8]=[C:4]([I:3])[CH:5]=[C:6]1[CH:9]=[O:10]. The yield is 0.500. (8) The reactants are [CH3:1][C:2]1[C:6]([C:7]([NH2:9])=[O:8])=[C:5]([NH:10][C:11](=O)[CH2:12][CH:13]([CH3:15])[CH3:14])[S:4][N:3]=1.Cl. The catalyst is N. The product is [CH2:12]([C:11]1[NH:9][C:7](=[O:8])[C:6]2[C:2]([CH3:1])=[N:3][S:4][C:5]=2[N:10]=1)[CH:13]([CH3:15])[CH3:14]. The yield is 0.260. (9) The reactants are Cl[C:2]1[CH:9]=[C:8]([C:10]2[C:14]([C:15]([F:18])([F:17])[F:16])=[CH:13][NH:12][N:11]=2)[CH:7]=[CH:6][C:3]=1[C:4]#[N:5].[F:19][C:20]([F:24])([F:23])[CH2:21][SH:22].C(=O)([O-])[O-].[K+].[K+].O. The catalyst is CN(C)C=O. The product is [F:19][C:20]([F:24])([F:23])[CH2:21][S:22][C:2]1[CH:9]=[C:8]([C:10]2[C:14]([C:15]([F:18])([F:17])[F:16])=[CH:13][NH:12][N:11]=2)[CH:7]=[CH:6][C:3]=1[C:4]#[N:5]. The yield is 0.571.